Dataset: Full USPTO retrosynthesis dataset with 1.9M reactions from patents (1976-2016). Task: Predict the reactants needed to synthesize the given product. (1) Given the product [C:35]([O:34][CH2:33][C:32]([CH2:39][O:40][C:41](=[O:44])[CH:42]=[CH2:43])([CH2:45][O:9][CH2:8][C:7]([CH2:14][O:15][C:16](=[O:19])[CH:17]=[CH2:18])([CH2:6][O:5][C:1](=[O:4])[CH:2]=[CH2:3])[CH2:20][O:21][C:22](=[O:25])[CH:23]=[CH2:24])[CH2:31][O:30][C:26](=[O:29])[CH:27]=[CH2:28])(=[O:38])[CH:36]=[CH2:37], predict the reactants needed to synthesize it. The reactants are: [C:1]([O:5][CH2:6][C:7]([CH2:20][O:21][C:22](=[O:25])[CH:23]=[CH2:24])([CH2:14][O:15][C:16](=[O:19])[CH:17]=[CH2:18])[CH2:8][O:9]C(=O)C=C)(=[O:4])[CH:2]=[CH2:3].[C:26]([O:30][CH2:31][C:32]([CH2:45]O)([CH2:39][O:40][C:41](=[O:44])[CH:42]=[CH2:43])[CH2:33][O:34][C:35](=[O:38])[CH:36]=[CH2:37])(=[O:29])[CH:27]=[CH2:28].[Sb].C1CCC(O)(C(C2C=CC=CC=2)=O)CC1. (2) The reactants are: [Br:1][C:2]1[CH:3]=[CH:4][C:5]([O:16][CH2:17][CH2:18]C)=[C:6]([C:8]2[CH:13]=[C:12]([Cl:14])[N:11]=[C:10]([NH2:15])[N:9]=2)[CH:7]=1.NC1N=C(C2C=C(Br)C=CC=2O)C=C(Cl)N=1.[N:36]1(CCO)[CH2:41][CH2:40][O:39][CH2:38][CH2:37]1. Given the product [Br:1][C:2]1[CH:3]=[CH:4][C:5]([O:16][CH2:17][CH2:18][N:36]2[CH2:41][CH2:40][O:39][CH2:38][CH2:37]2)=[C:6]([C:8]2[CH:13]=[C:12]([Cl:14])[N:11]=[C:10]([NH2:15])[N:9]=2)[CH:7]=1, predict the reactants needed to synthesize it. (3) Given the product [Cl:27][C:12]1[CH:13]=[CH:14][C:15]2[N:7]([CH2:6][C:5]3[CH:17]=[CH:18][CH:19]=[C:3]([C:2]([F:1])([F:20])[F:21])[CH:4]=3)[N:8]=[CH:9][C:10]=2[C:11]=1[NH2:16], predict the reactants needed to synthesize it. The reactants are: [F:1][C:2]([F:21])([F:20])[C:3]1[CH:4]=[C:5]([CH:17]=[CH:18][CH:19]=1)[CH2:6][N:7]1[C:15]2[CH:14]=[CH:13][CH:12]=[C:11]([NH2:16])[C:10]=2[CH:9]=[N:8]1.OS(O)(=O)=O.[Cl:27]N1C(=O)CCC1=O.C(=O)([O-])[O-].[Na+].[Na+]. (4) Given the product [N:1]1[C:2]([CH2:10][N:11]([CH2:22][CH:24]2[CH2:29][CH2:28][NH:27][CH2:26][CH2:25]2)[CH:12]2[C:21]3[N:20]=[CH:19][CH:18]=[CH:17][C:16]=3[CH2:15][CH2:14][CH2:13]2)=[CH:3][N:4]2[CH:9]=[CH:8][CH:7]=[CH:6][C:5]=12, predict the reactants needed to synthesize it. The reactants are: [N:1]1[C:2]([CH2:10][NH:11][CH:12]2[C:21]3[N:20]=[CH:19][CH:18]=[CH:17][C:16]=3[CH2:15][CH2:14][CH2:13]2)=[CH:3][N:4]2[CH:9]=[CH:8][CH:7]=[CH:6][C:5]=12.[CH:22]([CH:24]1[CH2:29][CH2:28][N:27](C(OC(C)(C)C)=O)[CH2:26][CH2:25]1)=O. (5) Given the product [ClH:35].[ClH:46].[CH2:1]([O:8][C:9]1[C:14]([NH:15][C:16]2[S:17][CH:18]=[C:19]([CH3:21])[N:20]=2)=[N:13][CH:12]=[C:11]([S:22][C:40]2[CH:39]=[CH:38][N:37]=[C:36]([Cl:35])[CH:41]=2)[CH:10]=1)[C:2]1[CH:3]=[CH:4][CH:5]=[CH:6][CH:7]=1, predict the reactants needed to synthesize it. The reactants are: [CH2:1]([O:8][C:9]1[CH:10]=[C:11]([S:22]CCC(OC)=O)[CH:12]=[N:13][C:14]=1[NH:15][C:16]1[S:17][CH:18]=[C:19]([CH3:21])[N:20]=1)[C:2]1[CH:7]=[CH:6][CH:5]=[CH:4][CH:3]=1.CC([O-])(C)C.[K+].[Cl:35][C:36]1[CH:41]=[C:40]([N+]([O-])=O)[CH:39]=[CH:38][N:37]=1.[NH4+].[Cl-:46].Cl.